This data is from Peptide-MHC class I binding affinity with 185,985 pairs from IEDB/IMGT. The task is: Regression. Given a peptide amino acid sequence and an MHC pseudo amino acid sequence, predict their binding affinity value. This is MHC class I binding data. (1) The MHC is HLA-B44:02 with pseudo-sequence HLA-B44:02. The peptide sequence is DSPIGPIML. The binding affinity (normalized) is 0.0847. (2) The MHC is HLA-B27:05 with pseudo-sequence HLA-B27:05. The peptide sequence is TTSDFFVNY. The binding affinity (normalized) is 0.0847. (3) The peptide sequence is FDLFGITLY. The MHC is HLA-A02:03 with pseudo-sequence HLA-A02:03. The binding affinity (normalized) is 0.0847. (4) The peptide sequence is AALEGLSGF. The MHC is HLA-A24:03 with pseudo-sequence HLA-A24:03. The binding affinity (normalized) is 0.386.